From a dataset of Full USPTO retrosynthesis dataset with 1.9M reactions from patents (1976-2016). Predict the reactants needed to synthesize the given product. (1) The reactants are: CN([CH:4]=[O:5])C.O=P(Cl)(Cl)[Cl:8].[CH2:11]([N:18]1[CH2:23][CH2:22][C:21](=O)[C:20]([CH3:26])([CH3:25])[CH2:19]1)[C:12]1[CH:17]=[CH:16][CH:15]=[CH:14][CH:13]=1.C([O-])(=O)C.[Na+]. Given the product [CH2:11]([N:18]1[CH2:19][C:20]([CH3:26])([CH3:25])[C:21]([Cl:8])=[C:22]([CH:4]=[O:5])[CH2:23]1)[C:12]1[CH:17]=[CH:16][CH:15]=[CH:14][CH:13]=1, predict the reactants needed to synthesize it. (2) Given the product [O:1]=[C:2]1[N:6]([C:7]2[CH:12]=[CH:11][CH:10]=[CH:9][N:8]=2)[CH2:5][CH2:4][N:3]1[CH2:13][C:14]([NH:17][C:18]1[CH:19]=[C:20]2[C:33](=[CH:34][CH:35]=1)[CH2:32][C:22]1([C:30]3[C:25](=[N:26][CH:27]=[CH:28][CH:29]=3)[NH:24][C:23]1=[O:31])[CH2:21]2)=[O:16], predict the reactants needed to synthesize it. The reactants are: [O:1]=[C:2]1[N:6]([C:7]2[CH:12]=[CH:11][CH:10]=[CH:9][N:8]=2)[CH2:5][CH2:4][N:3]1[CH2:13][C:14]([OH:16])=O.[NH2:17][C:18]1[CH:19]=[C:20]2[C:33](=[CH:34][CH:35]=1)[CH2:32][C:22]1([C:30]3[C:25](=[N:26][CH:27]=[CH:28][CH:29]=3)[NH:24][C:23]1=[O:31])[CH2:21]2.C(Cl)CCl.C1C=CC2N(O)N=NC=2C=1.C(N(CC)C(C)C)(C)C. (3) Given the product [Br:14][CH:6]1[CH2:5][C:4]2[C:8](=[CH:9][CH:10]=[C:11]([CH3:12])[C:3]=2[O:2][CH3:1])[C:7]1=[O:13], predict the reactants needed to synthesize it. The reactants are: [CH3:1][O:2][C:3]1[C:11]([CH3:12])=[CH:10][CH:9]=[C:8]2[C:4]=1[CH2:5][CH2:6][C:7]2=[O:13].[Br:14]Br.C(=O)(O)[O-].[Na+]. (4) Given the product [CH2:38]([O:29][C:26]1[CH:25]=[CH:24][C:23]([CH2:22][N:14]2[C:15]3[C:20](=[CH:19][C:18]([CH3:21])=[CH:17][CH:16]=3)[C:12]([C@@H:1]3[O:9][C@H:8]([CH2:10][OH:11])[C@@H:6]([OH:7])[C@H:4]([OH:5])[C@H:2]3[OH:3])=[CH:13]2)=[CH:28][CH:27]=1)[CH3:39], predict the reactants needed to synthesize it. The reactants are: [C@@H:1]1([C:12]2[C:20]3[C:15](=[CH:16][CH:17]=[C:18]([CH3:21])[CH:19]=3)[N:14]([CH2:22][C:23]3[CH:28]=[CH:27][C:26]([OH:29])=[CH:25][CH:24]=3)[CH:13]=2)[O:9][C@H:8]([CH2:10][OH:11])[C@@H:6]([OH:7])[C@H:4]([OH:5])[C@H:2]1[OH:3].C(=O)([O-])[O-].[Cs+].[Cs+].[I-].[Na+].[CH2:38](Br)[CH3:39].[Cl-].[Na+]. (5) Given the product [CH:1]1([CH2:4][C:5]([OH:12])([CH3:11])[C:6]([OH:8])=[O:7])[CH2:3][CH2:2]1, predict the reactants needed to synthesize it. The reactants are: [CH:1]1([CH2:4][C:5]([OH:12])([CH3:11])[C:6]([O:8]CC)=[O:7])[CH2:3][CH2:2]1.[Li+].[OH-]. (6) The reactants are: [CH3:1][O-].[Na+].[OH:4][C@@H:5]1[C@@H:10]([C:11]2[CH:16]=[CH:15][C:14]([S:17][CH2:18][CH2:19][C@@H:20]([CH3:33])[CH2:21][O:22]S(C3C=CC(C)=CC=3)(=O)=O)=[CH:13][CH:12]=2)[C@H:9]([O:34][Si:35]([CH:42]([CH3:44])[CH3:43])([CH:39]([CH3:41])[CH3:40])[CH:36]([CH3:38])[CH3:37])[CH2:8][N:7]([C:45]([O:47][CH2:48]C2C=CC=CC=2)=[O:46])[CH2:6]1. Given the product [OH:4][C@@H:5]1[C@@H:10]([C:11]2[CH:12]=[CH:13][C:14]([S:17][CH2:18][CH2:19][C@@H:20]([CH3:33])[CH2:21][O:22][CH3:1])=[CH:15][CH:16]=2)[C@H:9]([O:34][Si:35]([CH:39]([CH3:40])[CH3:41])([CH:42]([CH3:43])[CH3:44])[CH:36]([CH3:38])[CH3:37])[CH2:8][N:7]([C:45]([O:47][CH3:48])=[O:46])[CH2:6]1, predict the reactants needed to synthesize it.